From a dataset of Peptide-MHC class II binding affinity with 134,281 pairs from IEDB. Regression. Given a peptide amino acid sequence and an MHC pseudo amino acid sequence, predict their binding affinity value. This is MHC class II binding data. (1) The peptide sequence is GAYFVSSGKYEGGNI. The binding affinity (normalized) is 0.392. The MHC is DRB1_0101 with pseudo-sequence DRB1_0101. (2) The peptide sequence is DKSKPKVYQWFDL. The MHC is H-2-IEd with pseudo-sequence H-2-IEd. The binding affinity (normalized) is 0. (3) The peptide sequence is EKDVTDITVKNCVLK. The MHC is HLA-DPA10103-DPB10301 with pseudo-sequence HLA-DPA10103-DPB10301. The binding affinity (normalized) is 0.0873. (4) The binding affinity (normalized) is 0.416. The MHC is DRB1_0405 with pseudo-sequence DRB1_0405. The peptide sequence is EALIHQLKINPYVLS. (5) The peptide sequence is DLRLVLRTKLMTSRR. The MHC is DRB1_0101 with pseudo-sequence DRB1_0101. The binding affinity (normalized) is 0.756. (6) The MHC is HLA-DQA10501-DQB10301 with pseudo-sequence HLA-DQA10501-DQB10301. The peptide sequence is EKKYFALTQFEPLAA. The binding affinity (normalized) is 0.0948. (7) The peptide sequence is GAMAKKGDEQKLRSA. The MHC is HLA-DPA10301-DPB10402 with pseudo-sequence HLA-DPA10301-DPB10402. The binding affinity (normalized) is 0.159.